From a dataset of Catalyst prediction with 721,799 reactions and 888 catalyst types from USPTO. Predict which catalyst facilitates the given reaction. (1) Reactant: [CH3:1][N:2]1[C:10]2[CH2:9][CH2:8][CH2:7][CH:6]([CH2:11][C:12](OCC)=[O:13])[C:5]=2[CH:4]=[CH:3]1.[OH-].[Na+]. Product: [CH3:1][N:2]1[C:10]2[CH2:9][CH2:8][CH2:7][CH:6]([CH2:11][CH2:12][OH:13])[C:5]=2[CH:4]=[CH:3]1. The catalyst class is: 1. (2) Reactant: [CH2:1]([N:3]([C:13]1[CH:18]=[C:17]([O:19][CH3:20])[CH:16]=[CH:15][C:14]=1[CH:21]1[CH2:30][CH2:29][C:28]2[C:23](=[CH:24][CH:25]=[C:26]([O:31][CH3:32])[CH:27]=2)[CH2:22]1)[C:4](=[O:12])[C:5]1[CH:10]=[CH:9][C:8]([OH:11])=[CH:7][CH:6]=1)[CH3:2].[CH2:33]([O:40][C:41]([N:43]1[CH2:48][CH2:47][N:46]([C:49](=[O:52])[CH2:50]Cl)[CH2:45][CH2:44]1)=[O:42])[C:34]1[CH:39]=[CH:38][CH:37]=[CH:36][CH:35]=1.C(=O)([O-])[O-].[Cs+].[Cs+]. Product: [CH2:33]([O:40][C:41]([N:43]1[CH2:44][CH2:45][N:46]([C:49](=[O:52])[CH2:50][O:11][C:8]2[CH:7]=[CH:6][C:5]([C:4](=[O:12])[N:3]([CH2:1][CH3:2])[C:13]3[CH:18]=[C:17]([O:19][CH3:20])[CH:16]=[CH:15][C:14]=3[CH:21]3[CH2:30][CH2:29][C:28]4[C:23](=[CH:24][CH:25]=[C:26]([O:31][CH3:32])[CH:27]=4)[CH2:22]3)=[CH:10][CH:9]=2)[CH2:47][CH2:48]1)=[O:42])[C:34]1[CH:39]=[CH:38][CH:37]=[CH:36][CH:35]=1. The catalyst class is: 391. (3) Reactant: [H-].[Na+].[N+:3]([C:6]1[CH:11]=[CH:10][C:9]([NH:12][C:13]([C:15]23[O:21][CH:20]2[CH:19]2[CH2:22][CH2:23][CH:16]3[CH2:17][CH2:18]2)=[O:14])=[CH:8][C:7]=1[C:24]([F:27])([F:26])[F:25])([O-:5])=[O:4].C1(P([NH:42]O)(C2C=CC=CC=2)=O)C=CC=CC=1. Product: [N+:3]([C:6]1[CH:11]=[CH:10][C:9]([N:12]([C:13]([C:15]23[O:21][CH:20]2[CH:19]2[CH2:18][CH2:17][CH:16]3[CH2:23][CH2:22]2)=[O:14])[NH2:42])=[CH:8][C:7]=1[C:24]([F:27])([F:25])[F:26])([O-:5])=[O:4]. The catalyst class is: 3. (4) Product: [N+:1]([C:4]1[CH:15]=[CH:14][C:7]2[N:8]([CH3:13])[CH:9]=[CH:10][S:11][C:6]=2[CH:5]=1)([O-:3])=[O:2]. Reactant: [N+:1]([C:4]1[CH:15]=[CH:14][C:7]2[N:8]([CH3:13])[C:9](=O)[CH2:10][S:11][C:6]=2[CH:5]=1)([O-:3])=[O:2].C(=O)(O)[O-].[Na+]. The catalyst class is: 1.